Predict the reaction yield, written as a fraction of the theoretical maximum amount of product (1.0 means a 100% yield; for example, 0.34 means a 34% yield). From a dataset of Reaction yield outcomes from USPTO patents with 853,638 reactions. (1) The product is [Cl:1][C:2]1[CH:3]=[C:4]([N:11]([CH2:12][CH:13]2[CH2:14][CH2:15][O:16][CH2:17][CH2:18]2)[C:24](=[O:25])[O:23][C:20]([CH3:22])([CH3:21])[CH3:19])[C:5]2[N:6]([CH:8]=[CH:9][N:10]=2)[N:7]=1. The yield is 0.880. The catalyst is CN(C1C=CN=CC=1)C.O.C(=O)(O)[O-].[Na+].C1COCC1. The reactants are [Cl:1][C:2]1[CH:3]=[C:4]([NH:11][CH2:12][CH:13]2[CH2:18][CH2:17][O:16][CH2:15][CH2:14]2)[C:5]2[N:6]([CH:8]=[CH:9][N:10]=2)[N:7]=1.[CH3:19][C:20]([O:23][C:24](O[C:24]([O:23][C:20]([CH3:22])([CH3:21])[CH3:19])=[O:25])=[O:25])([CH3:22])[CH3:21]. (2) The reactants are [C:1]([C:4]1[C:9]([O:10]COC)=[CH:8][CH:7]=[C:6]([C:14]([CH3:16])=[CH2:15])[N:5]=1)([CH3:3])=[CH2:2].Cl. The catalyst is C1COCC1. The product is [C:1]([C:4]1[C:9]([OH:10])=[CH:8][CH:7]=[C:6]([C:14]([CH3:16])=[CH2:15])[N:5]=1)([CH3:3])=[CH2:2]. The yield is 0.660. (3) The reactants are [CH:1]([C:3]1[CH:11]=[CH:10][C:6]([C:7]([OH:9])=[O:8])=[CH:5][C:4]=1[OH:12])=[O:2].C(N(C(C)C)CC)(C)C.[CH3:22][O:23][CH2:24]Cl. The catalyst is ClCCl. The product is [CH:1]([C:3]1[CH:11]=[CH:10][C:6]([C:7]([OH:9])=[O:8])=[CH:5][C:4]=1[O:12][CH2:22][O:23][CH3:24])=[O:2]. The yield is 0.800. (4) The reactants are Br[C:2]1[N:3]([CH2:15][CH2:16][CH2:17][C:18]#[N:19])[C:4]2[C:9]([C:10]=1[CH:11]=[O:12])=[CH:8][C:7]([O:13][CH3:14])=[CH:6][CH:5]=2.[CH3:20][N:21]1[C:25]([CH3:26])=[C:24](B2OC(C)(C)C(C)(C)O2)[C:23]([CH3:36])=[N:22]1.C1C=CC(P(C2C=CC=CC=2)C2C=CC=CC=2)=CC=1.[O-]P([O-])([O-])=O.[K+].[K+].[K+]. The catalyst is COCCOC.O.CC([O-])=O.CC([O-])=O.[Pd+2]. The product is [CH:11]([C:10]1[C:9]2[C:4](=[CH:5][CH:6]=[C:7]([O:13][CH3:14])[CH:8]=2)[N:3]([CH2:15][CH2:16][CH2:17][C:18]#[N:19])[C:2]=1[C:24]1[C:23]([CH3:36])=[N:22][N:21]([CH3:20])[C:25]=1[CH3:26])=[O:12]. The yield is 0.680. (5) The reactants are [Cl:1][C:2]1[CH:7]=[C:6]([Cl:8])[CH:5]=[C:4]([Cl:9])[C:3]=1[NH:10][S:11]([NH:14][CH2:15][C:16]([O:18][CH2:19][CH3:20])=[O:17])(=[O:13])=[O:12].[C:21]1([CH2:26]O)([CH2:24]O)[CH2:23][CH2:22]1.C1(P(C2C=CC=CC=2)C2C=CC=CC=2)C=CC=CC=1.CC(OC(/N=N/C(OC(C)C)=O)=O)C. The catalyst is C1COCC1. The product is [O:12]=[S:11]1(=[O:13])[N:10]([C:3]2[C:4]([Cl:9])=[CH:5][C:6]([Cl:8])=[CH:7][C:2]=2[Cl:1])[CH2:26][C:21]2([CH2:23][CH2:22]2)[CH2:24][N:14]1[CH2:15][C:16]([O:18][CH2:19][CH3:20])=[O:17]. The yield is 0.440. (6) The reactants are [Br:1][C:2]1[CH:7]=[CH:6][C:5]([CH2:8][C:9]([OH:11])=[O:10])=[C:4]([F:12])[CH:3]=1.S(=O)(=O)(O)O.[CH2:18]=[C:19]([CH3:21])[CH3:20].C(=O)=O. The catalyst is ClCCl. The product is [Br:1][C:2]1[CH:7]=[CH:6][C:5]([CH2:8][C:9]([O:11][C:19]([CH3:21])([CH3:20])[CH3:18])=[O:10])=[C:4]([F:12])[CH:3]=1. The yield is 0.900.